From a dataset of Reaction yield outcomes from USPTO patents with 853,638 reactions. Predict the reaction yield, written as a fraction of the theoretical maximum amount of product (1.0 means a 100% yield; for example, 0.34 means a 34% yield). (1) The reactants are C(OC(=O)[NH:7][C:8]1[CH:13]=[C:12]([C:14]([F:17])([F:16])[F:15])[CH:11]=[C:10]([NH:18][C:19](=[O:51])[CH2:20][C:21](=[O:50])[NH:22][C@@H:23]([CH2:29][N:30]([C:40]([O:42][CH2:43][C:44]2[CH:49]=[CH:48][CH:47]=[CH:46][CH:45]=2)=[O:41])[CH2:31][C:32]2[CH:37]=[CH:36][C:35]([CH3:38])=[CH:34][C:33]=2[CH3:39])[C@@H:24]([OH:28])[CH2:25][CH2:26][CH3:27])[CH:9]=1)(C)(C)C.C(O)(C(F)(F)F)=O. The catalyst is C(Cl)Cl. The product is [CH2:43]([O:42][C:40](=[O:41])[N:30]([CH2:29][C@H:23]([NH:22][C:21](=[O:50])[CH2:20][C:19](=[O:51])[NH:18][C:10]1[CH:11]=[C:12]([C:14]([F:15])([F:16])[F:17])[CH:13]=[C:8]([NH2:7])[CH:9]=1)[C@@H:24]([OH:28])[CH2:25][CH2:26][CH3:27])[CH2:31][C:32]1[CH:37]=[CH:36][C:35]([CH3:38])=[CH:34][C:33]=1[CH3:39])[C:44]1[CH:49]=[CH:48][CH:47]=[CH:46][CH:45]=1. The yield is 1.00. (2) The reactants are Cl[C:2]1[CH:7]=[CH:6][C:5]([O:8][C:9]2[CH:14]=[CH:13][C:12]([F:15])=[CH:11][CH:10]=2)=[CH:4][N:3]=1.[F:16][C:17]1[CH:18]=[C:19]([CH:21]=[CH:22][C:23]=1[N:24]1[CH2:29][CH2:28][O:27][CH2:26][CH2:25]1)[NH2:20].C1(P(C2C=CC=CC=2)C2C3OC4C(=CC=CC=4P(C4C=CC=CC=4)C4C=CC=CC=4)C(C)(C)C=3C=CC=2)C=CC=CC=1.C(=O)([O-])[O-].[Cs+].[Cs+]. The catalyst is O1CCOCC1.C(OCC)(=O)C. The product is [F:16][C:17]1[CH:18]=[C:19]([NH:20][C:2]2[CH:7]=[CH:6][C:5]([O:8][C:9]3[CH:14]=[CH:13][C:12]([F:15])=[CH:11][CH:10]=3)=[CH:4][N:3]=2)[CH:21]=[CH:22][C:23]=1[N:24]1[CH2:25][CH2:26][O:27][CH2:28][CH2:29]1. The yield is 0.190. (3) The reactants are C1(C)C=C(C)C=C(C)C=1Cl.[OH:11][C@H:12]([C:27]1[CH:32]=[CH:31][C:30]([O:33][CH3:34])=[CH:29][CH:28]=1)[C@H:13]([NH:16][C:17](=[O:26])[O:18][CH2:19][C:20]1[CH:25]=[CH:24][CH:23]=[CH:22][CH:21]=1)[CH2:14]O.[NH:35]1[CH2:39][CH2:38][CH2:37][CH2:36]1. The catalyst is N1C=CC=CC=1. The product is [OH:11][C@H:12]([C:27]1[CH:32]=[CH:31][C:30]([O:33][CH3:34])=[CH:29][CH:28]=1)[C@H:13]([NH:16][C:17](=[O:26])[O:18][CH2:19][C:20]1[CH:25]=[CH:24][CH:23]=[CH:22][CH:21]=1)[CH2:14][N:35]1[CH2:39][CH2:38][CH2:37][CH2:36]1. The yield is 0.660. (4) The reactants are [NH:1]1[C:9]2[C:4](=[CH:5][CH:6]=[C:7]([CH:10]=[O:11])[CH:8]=2)[CH:3]=[CH:2]1.C(Cl)Cl.[CH3:15][C:16](Cl)=[O:17].CCN(CC)CC. The catalyst is CCOC(C)=O. The product is [C:16]([N:1]1[C:9]2[C:4](=[CH:5][CH:6]=[C:7]([CH:10]=[O:11])[CH:8]=2)[CH:3]=[CH:2]1)(=[O:17])[CH3:15]. The yield is 0.480. (5) The reactants are [OH:1][CH:2]1[CH2:7][CH2:6][O:5][CH2:4][CH2:3]1.[H-].[Na+].[Br:10][C:11]1[CH:12]=[C:13]([N:18]2[CH2:23][CH2:22][O:21][CH2:20][CH2:19]2)[C:14](F)=[N:15][CH:16]=1. The catalyst is O1CCOCC1. The product is [Br:10][C:11]1[CH:12]=[C:13]([N:18]2[CH2:23][CH2:22][O:21][CH2:20][CH2:19]2)[C:14]([O:1][CH:2]2[CH2:7][CH2:6][O:5][CH2:4][CH2:3]2)=[N:15][CH:16]=1. The yield is 0.830. (6) The catalyst is CN(C=O)C.C1(C)C=CC=CC=1. The reactants are [N+:1]([C:4]1[CH:9]=[C:8]([N+:10]([O-:12])=[O:11])[C:7](O)=[C:6]([F:14])[CH:5]=1)([O-:3])=[O:2].P(Br)(Br)[Br:16]. The yield is 0.980. The product is [Br:16][C:7]1[C:6]([F:14])=[CH:5][C:4]([N+:1]([O-:3])=[O:2])=[CH:9][C:8]=1[N+:10]([O-:12])=[O:11].